This data is from Reaction yield outcomes from USPTO patents with 853,638 reactions. The task is: Predict the reaction yield, written as a fraction of the theoretical maximum amount of product (1.0 means a 100% yield; for example, 0.34 means a 34% yield). (1) The reactants are Br[C:2]1[CH:7]=[CH:6][N:5]=[CH:4][C:3]=1[NH:8][C:9]1[N:13]2[N:14]=[C:15]([C:18]3[C:23]([F:24])=[CH:22][CH:21]=[CH:20][C:19]=3[F:25])[CH:16]=[CH:17][C:12]2=[CH:11][N:10]=1.[Si](O[C@@H]1[C@@H](O[Si](C(C)(C)C)(C)C)CCN(C(OCC2C=CC=CC=2)=O)C1)(C(C)(C)C)(C)C.CC1(C)C(C)(C)OB([C:66]2[CH:67]=[C:68]([NH2:72])[CH:69]=[N:70][CH:71]=2)O1. The catalyst is O1CCOCC1.C([O-])([O-])=O.[Na+].[Na+].C1C=CC([P]([Pd]([P](C2C=CC=CC=2)(C2C=CC=CC=2)C2C=CC=CC=2)([P](C2C=CC=CC=2)(C2C=CC=CC=2)C2C=CC=CC=2)[P](C2C=CC=CC=2)(C2C=CC=CC=2)C2C=CC=CC=2)(C2C=CC=CC=2)C2C=CC=CC=2)=CC=1. The product is [F:25][C:19]1[CH:20]=[CH:21][CH:22]=[C:23]([F:24])[C:18]=1[C:15]1[CH:16]=[CH:17][C:12]2[N:13]([C:9]([NH:8][C:3]3[CH:4]=[N:5][CH:6]=[CH:7][C:2]=3[C:66]3[CH:71]=[N:70][CH:69]=[C:68]([NH2:72])[CH:67]=3)=[N:10][CH:11]=2)[N:14]=1. The yield is 0.370. (2) The reactants are [N:1]([CH2:4][CH2:5][C@@H:6]([O:13][C:14]1[CH:21]=[C:20]([C:22]([F:25])([F:24])[F:23])[CH:19]=[CH:18][C:15]=1[C:16]#[N:17])[C:7]1[CH:12]=[CH:11][CH:10]=[CH:9][CH:8]=1)=[N+]=[N-].C1(P(C2C=CC=CC=2)C2C=CC=CC=2)C=CC=CC=1.O.[C:46]([OH:51])(=[O:50])[C:47]([OH:49])=[O:48]. The catalyst is O1CCCC1.C(O)C. The product is [C:46]([OH:51])(=[O:50])[C:47]([OH:49])=[O:48].[NH2:1][CH2:4][CH2:5][C@@H:6]([O:13][C:14]1[CH:21]=[C:20]([C:22]([F:23])([F:24])[F:25])[CH:19]=[CH:18][C:15]=1[C:16]#[N:17])[C:7]1[CH:8]=[CH:9][CH:10]=[CH:11][CH:12]=1. The yield is 0.560. (3) The reactants are [C:1]1([Mg]Br)[CH:6]=[CH:5][CH:4]=[CH:3][CH:2]=1.[CH2:9]([CH:11]1[O:13][CH2:12]1)[Br:10].O.CC(C)=O.OS(O)(=O)=O.O=[Cr](=O)=O. The catalyst is CCOCC.CC(C)=O. The product is [Br:10][CH2:9][C:11]([CH2:12][C:1]1[CH:6]=[CH:5][CH:4]=[CH:3][CH:2]=1)=[O:13]. The yield is 0.750. (4) The product is [CH2:24]([C:10]1[CH:9]=[CH:8][C:7]([Cl:11])=[C:6]([C:12]2[CH:17]=[CH:16][CH:15]=[CH:14][C:13]=2[Cl:18])[C:5]=1[OH:4])[CH:19]=[CH2:20]. The reactants are C([O:4][C:5]1[CH:10]=[CH:9][CH:8]=[C:7]([Cl:11])[C:6]=1[C:12]1[CH:17]=[CH:16][CH:15]=[CH:14][C:13]=1[Cl:18])C=C.[C:19]1(C)[CH:24]=C(C)C=C(C)[CH:20]=1. The yield is 0.770. No catalyst specified. (5) The reactants are [CH3:1][C:2]1([CH3:15])[C:14]2[CH:13]=[CH:12][CH:11]=[CH:10][C:9]=2[C:8]2[C:3]1=[CH:4][CH:5]=[CH:6][CH:7]=2.Br[C:17]([CH3:22])([CH3:21])[C:18](Br)=[O:19].[Cl-].[Cl-].[Cl-].[Al+3]. The catalyst is C(=S)=S. The product is [CH3:21][CH:17]1[C:18](=[O:19])[C:5]2=[CH:4][C:3]3[C:2]([CH3:15])([CH3:1])[C:14]4[C:9]([C:8]=3[CH:7]=[C:6]2[CH2:22]1)=[CH:10][CH:11]=[CH:12][CH:13]=4. The yield is 0.948. (6) The reactants are O[CH2:2][C@H:3]1[CH2:6][C@H:5]([NH:7][C:8](=[O:14])[O:9][C:10]([CH3:13])([CH3:12])[CH3:11])[CH2:4]1.N1C=CN=C1.C1(P(C2C=CC=CC=2)C2C=CC=CC=2)C=CC=CC=1.[I:39]I. The catalyst is ClCCl. The product is [I:39][CH2:2][C@H:3]1[CH2:6][C@H:5]([NH:7][C:8](=[O:14])[O:9][C:10]([CH3:13])([CH3:12])[CH3:11])[CH2:4]1. The yield is 0.840. (7) The product is [CH3:18][C:15]([O:14][C:12]([NH:11][CH:8]1[CH2:7][CH2:6][CH:5]([CH2:3][OH:2])[CH2:10][CH2:9]1)=[O:13])([CH3:16])[CH3:17]. The yield is 0.990. The reactants are C[O:2][C:3]([C@H:5]1[CH2:10][CH2:9][C@H:8]([NH:11][C:12]([O:14][C:15]([CH3:18])([CH3:17])[CH3:16])=[O:13])[CH2:7][CH2:6]1)=O.[BH4-].[Li+].C([BH-](CC)CC)C.[Li+]. The catalyst is CCOCC.C1COCC1. (8) The reactants are [NH2:1][C:2]1[CH:28]=[C:27]([N:29]2[CH2:34][CH2:33][N:32]([CH3:35])[CH2:31][CH2:30]2)[CH:26]=[CH:25][C:3]=1[C:4]([NH:6][C:7]1[C:15]2[C:10](=[CH:11][CH:12]=[C:13]([CH2:16][C:17]3[CH:22]=[C:21]([F:23])[CH:20]=[C:19]([F:24])[CH:18]=3)[CH:14]=2)[NH:9][N:8]=1)=[O:5].[O:36]1[CH2:41][CH2:40][C:39](=O)[CH2:38][CH2:37]1.FC(F)(F)C(O)=O.C(O[BH-](OC(=O)C)OC(=O)C)(=O)C.C[N+](C)(C)C. The catalyst is ClCCl. The product is [F:24][C:19]1[CH:18]=[C:17]([CH:22]=[C:21]([F:23])[CH:20]=1)[CH2:16][C:13]1[CH:14]=[C:15]2[C:10](=[CH:11][CH:12]=1)[NH:9][N:8]=[C:7]2[NH:6][C:4](=[O:5])[C:3]1[CH:25]=[CH:26][C:27]([N:29]2[CH2:30][CH2:31][N:32]([CH3:35])[CH2:33][CH2:34]2)=[CH:28][C:2]=1[NH:1][CH:39]1[CH2:40][CH2:41][O:36][CH2:37][CH2:38]1. The yield is 0.720.